Dataset: Merck oncology drug combination screen with 23,052 pairs across 39 cell lines. Task: Regression. Given two drug SMILES strings and cell line genomic features, predict the synergy score measuring deviation from expected non-interaction effect. (1) Drug 1: CN1C(=O)C=CC2(C)C3CCC4(C)C(NC(=O)OCC(F)(F)F)CCC4C3CCC12. Drug 2: C#Cc1cccc(Nc2ncnc3cc(OCCOC)c(OCCOC)cc23)c1. Cell line: SKMEL30. Synergy scores: synergy=-3.96. (2) Drug 1: CN(Cc1cnc2nc(N)nc(N)c2n1)c1ccc(C(=O)NC(CCC(=O)O)C(=O)O)cc1. Drug 2: O=C(CCCCCCC(=O)Nc1ccccc1)NO. Cell line: UWB1289. Synergy scores: synergy=-20.5. (3) Drug 1: Nc1ccn(C2OC(CO)C(O)C2(F)F)c(=O)n1. Drug 2: CCc1cnn2c(NCc3ccc[n+]([O-])c3)cc(N3CCCCC3CCO)nc12. Cell line: MDAMB436. Synergy scores: synergy=-3.25.